From a dataset of Catalyst prediction with 721,799 reactions and 888 catalyst types from USPTO. Predict which catalyst facilitates the given reaction. (1) The catalyst class is: 3. Product: [Cl:1][C:2]1[CH:9]=[C:8]([O:10][C:12]2[CH:13]=[CH:14][C:15]([CH:19]=[O:20])=[C:16]([CH3:18])[N:17]=2)[CH:7]=[CH:6][C:3]=1[C:4]#[N:5]. Reactant: [Cl:1][C:2]1[CH:9]=[C:8]([OH:10])[CH:7]=[CH:6][C:3]=1[C:4]#[N:5].Br[C:12]1[N:17]=[C:16]([CH3:18])[C:15]([CH:19]=[O:20])=[CH:14][CH:13]=1.C([O-])([O-])=O.[K+].[K+]. (2) Reactant: [Br:1][C:2]1[CH:7]=[CH:6][C:5]([N:8]2[CH2:13][CH2:12][C:11](=[O:14])[CH2:10][CH2:9]2)=[CH:4][CH:3]=1.[BH4-].[Na+]. Product: [Br:1][C:2]1[CH:7]=[CH:6][C:5]([N:8]2[CH2:9][CH2:10][CH:11]([OH:14])[CH2:12][CH2:13]2)=[CH:4][CH:3]=1. The catalyst class is: 14. (3) Reactant: [Li+].CC([N-]C(C)C)C.C1COCC1.CCCCCC.Cl[Si:21]([CH3:24])([CH3:23])[CH3:22].[CH3:25][CH:26]([CH3:30])[C:27](=[O:29])[CH3:28]. Product: [CH3:22][Si:21]([CH3:24])([CH3:23])[O:29][C:27](=[CH2:28])[CH:26]([CH3:30])[CH3:25]. The catalyst class is: 605. (4) Reactant: C[O:2][C:3]([C@H:5]1[CH2:9][CH2:8][C@H:7]([NH:10][C:11]2[N:19]=[CH:18][N:17]=[C:16]3[C:12]=2[N:13]=[C:14]([C:22]2[CH:23]=[N:24][C:25]([CH3:28])=[N:26][CH:27]=2)[N:15]3[CH2:20][CH3:21])[CH2:6]1)=[O:4].[Li+].[OH-].Cl. Product: [N:19]1[CH:11]=[C:12]2[C:16]([N:15]=[CH:14][NH:13]2)=[N:17][CH:18]=1.[CH2:20]([N:15]1[C:14]([C:22]2[CH:27]=[N:26][C:25]([CH3:28])=[N:24][CH:23]=2)=[N:13][C:12]2[C:16]1=[N:17][CH:18]=[N:19][C:11]=2[NH:10][C@H:7]1[CH2:8][CH2:9][C@H:5]([C:3]([OH:4])=[O:2])[CH2:6]1)[CH3:21]. The catalyst class is: 36. (5) Product: [F:44][C:41]1[CH:42]=[CH:43][C:38]([CH2:37][CH2:36][C:15]2[C:16]([C:31]([O:33][CH2:34][CH3:35])=[O:32])=[C:17]([C:24]3[CH:29]=[CH:28][C:27]([CH3:30])=[CH:26][CH:25]=3)[C:18]3[C:19](=[O:20])[N:8]4[C@@H:9]([CH2:10][CH2:11][CH2:12]4)[C:13]=3[N:14]=2)=[CH:39][CH:40]=1. The catalyst class is: 4. Reactant: C(OC([N:8]1[CH2:12][CH2:11][CH2:10][C@H:9]1[C:13]1[NH:14][C:15]([CH2:36][CH2:37][C:38]2[CH:43]=[CH:42][C:41]([F:44])=[CH:40][CH:39]=2)=[C:16]([C:31]([O:33][CH2:34][CH3:35])=[O:32])[CH:17]([C:24]2[CH:29]=[CH:28][C:27]([CH3:30])=[CH:26][CH:25]=2)[C:18]=1[C:19](OCC)=[O:20])=O)(C)(C)C.FC(F)(F)C(O)=O.